From a dataset of NCI-60 drug combinations with 297,098 pairs across 59 cell lines. Regression. Given two drug SMILES strings and cell line genomic features, predict the synergy score measuring deviation from expected non-interaction effect. (1) Drug 1: CC12CCC(CC1=CCC3C2CCC4(C3CC=C4C5=CN=CC=C5)C)O. Drug 2: CS(=O)(=O)OCCCCOS(=O)(=O)C. Cell line: OVCAR-5. Synergy scores: CSS=2.56, Synergy_ZIP=-2.08, Synergy_Bliss=-0.108, Synergy_Loewe=-4.43, Synergy_HSA=-0.457. (2) Drug 1: CC(C1=C(C=CC(=C1Cl)F)Cl)OC2=C(N=CC(=C2)C3=CN(N=C3)C4CCNCC4)N. Drug 2: COC1=C2C(=CC3=C1OC=C3)C=CC(=O)O2. Cell line: RXF 393. Synergy scores: CSS=3.40, Synergy_ZIP=0.974, Synergy_Bliss=2.45, Synergy_Loewe=-0.158, Synergy_HSA=-0.158. (3) Drug 1: C1CCC(CC1)NC(=O)N(CCCl)N=O. Drug 2: CC1=CC2C(CCC3(C2CCC3(C(=O)C)OC(=O)C)C)C4(C1=CC(=O)CC4)C. Cell line: RXF 393. Synergy scores: CSS=28.3, Synergy_ZIP=0.540, Synergy_Bliss=6.53, Synergy_Loewe=-2.06, Synergy_HSA=2.62. (4) Drug 1: C1=CC(=CC=C1CCCC(=O)O)N(CCCl)CCCl. Drug 2: CCC1=C2CN3C(=CC4=C(C3=O)COC(=O)C4(CC)O)C2=NC5=C1C=C(C=C5)O. Cell line: NCI-H226. Synergy scores: CSS=30.7, Synergy_ZIP=-9.24, Synergy_Bliss=-3.58, Synergy_Loewe=-8.87, Synergy_HSA=-1.12. (5) Cell line: NCI-H226. Synergy scores: CSS=6.12, Synergy_ZIP=-4.72, Synergy_Bliss=-3.54, Synergy_Loewe=-4.84, Synergy_HSA=-2.69. Drug 2: C1CNP(=O)(OC1)N(CCCl)CCCl. Drug 1: C1CN1C2=NC(=NC(=N2)N3CC3)N4CC4. (6) Drug 1: CCC(=C(C1=CC=CC=C1)C2=CC=C(C=C2)OCCN(C)C)C3=CC=CC=C3.C(C(=O)O)C(CC(=O)O)(C(=O)O)O. Drug 2: C(CCl)NC(=O)N(CCCl)N=O. Cell line: EKVX. Synergy scores: CSS=4.09, Synergy_ZIP=-0.0630, Synergy_Bliss=2.90, Synergy_Loewe=-0.966, Synergy_HSA=-0.929. (7) Drug 1: C1=CC(=CC=C1C#N)C(C2=CC=C(C=C2)C#N)N3C=NC=N3. Drug 2: CCCCC(=O)OCC(=O)C1(CC(C2=C(C1)C(=C3C(=C2O)C(=O)C4=C(C3=O)C=CC=C4OC)O)OC5CC(C(C(O5)C)O)NC(=O)C(F)(F)F)O. Cell line: HL-60(TB). Synergy scores: CSS=36.9, Synergy_ZIP=-0.0974, Synergy_Bliss=-5.60, Synergy_Loewe=-4.22, Synergy_HSA=-3.44. (8) Cell line: NCI-H322M. Drug 1: CC1=C(C=C(C=C1)NC(=O)C2=CC=C(C=C2)CN3CCN(CC3)C)NC4=NC=CC(=N4)C5=CN=CC=C5. Synergy scores: CSS=0.538, Synergy_ZIP=-2.68, Synergy_Bliss=-2.25, Synergy_Loewe=-3.75, Synergy_HSA=-2.31. Drug 2: C1=NNC2=C1C(=O)NC=N2.